Dataset: Drug-target binding data from BindingDB using IC50 measurements. Task: Regression. Given a target protein amino acid sequence and a drug SMILES string, predict the binding affinity score between them. We predict pIC50 (pIC50 = -log10(IC50 in M); higher means more potent). Dataset: bindingdb_ic50. (1) The drug is CCN(CC)C(=O)c1cc(-c2cccs2)nc2c1c(C)nn2-c1ccccc1C. The target protein (P51160) has sequence MGEINQVAVEKYLEENPQFAKEYFDRKLRVEVLGEIFKNSQVPVQSSMSFSELTQVEESALCLELLWTVQEEGGTPEQGVHRALQRLAHLLQADRCSMFLCRSRNGIPEVASRLLDVTPTSKFEDNLVGPDKEVVFPLDIGIVGWAAHTKKTHNVPDVKKNSHFSDFMDKQTGYVTKNLLATPIVVGKEVLAVIMAVNKVNASEFSKQDEEVFSKYLNFVSIILRLHHTSYMYNIESRRSQILMWSANKVFEELTDVERQFHKALYTVRSYLNCERYSIGLLDMTKEKEFYDEWPIKLGEVEPYKGPKTPDGREVNFYKIIDYILHGKEEIKVIPTPPADHWTLISGLPTYVAENGFICNMMNAPADEYFTFQKGPVDETGWVIKNVLSLPIVNKKEDIVGVATFYNRKDGKPFDEHDEYITETLTQFLGWSLLNTDTYDKMNKLENRKDIAQEMLMNQTKATPEEIKSILKFQEKLNVDVIDDCEEKQLVAILKEDLPD.... The pIC50 is 4.6. (2) The compound is O=C1CCc2c(Oc3ccc4c(c3)[C@H]3[C@H](NC(=O)NC5CCCC5)[C@H]3O4)ccnc2N1. The target protein sequence is LQKSPGPQRERKSSSSSEDRNRMKTLGRRDSSDDWEIPDGQITVGQRIGSGSFGTVYKGKWHGDVAVKMLNVTAPTPQQLQAFKNEVGVLRKTRHVNILLFMGYSTKPQLAIVTQWCEGSSLYHHLHIIETKFEMIKLIDIARQTAQGMDYLHAKSIIHRDLKSNNIFLHEDLTVKIGDFGLATEKSRWSGSHQFEQLSGSILWMAPEVIRMQDKNPYSFQSDVYAFGIVLYELMTGQLPYSNINNRDQIIFMVGRGYLSPDLSKVRSNCPKAMKRLMAECLKKKRDERPLFPQILASIELLARSLPKIHRSASEPSLNRAGFQTEDFSLYACASPKTPIQAGGYGAFPVH. The pIC50 is 6.2.